From a dataset of Catalyst prediction with 721,799 reactions and 888 catalyst types from USPTO. Predict which catalyst facilitates the given reaction. (1) The catalyst class is: 232. Product: [Br:48][C:4]1[C:5]2[C:10](=[CH:9][C:8]([S:12]([O:15][C:16]3[C:21]([F:22])=[C:20]([F:23])[C:19]([F:24])=[C:18]([F:25])[C:17]=3[F:26])(=[O:14])=[O:13])=[CH:7][CH:6]=2)[CH:11]=[C:2]([Cl:1])[N:3]=1. Reactant: [Cl:1][C:2]1[N:3]=[CH:4][C:5]2[C:10]([CH:11]=1)=[CH:9][C:8]([S:12]([O:15][C:16]1[C:21]([F:22])=[C:20]([F:23])[C:19]([F:24])=[C:18]([F:25])[C:17]=1[F:26])(=[O:14])=[O:13])=[CH:7][CH:6]=2.OO.NC(N)=O.FC(F)(F)C(OC(=O)C(F)(F)F)=O.P(Br)(Br)([Br:48])=O. (2) Reactant: [Cl:1][C:2]1[CH:7]=[CH:6][C:5]([N:8]=[C:9]=[O:10])=[CH:4][CH:3]=1.C(N(CC)CC)C.[NH2:18][C:19]1[S:34][C:22]2[CH2:23][N:24]([C:27]([O:29][C:30]([CH3:33])([CH3:32])[CH3:31])=[O:28])[CH2:25][CH2:26][C:21]=2[C:20]=1[C:35](=[O:37])[NH2:36]. Product: [C:35]([C:20]1[C:21]2[CH2:26][CH2:25][N:24]([C:27]([O:29][C:30]([CH3:32])([CH3:31])[CH3:33])=[O:28])[CH2:23][C:22]=2[S:34][C:19]=1[NH:18][C:9]([NH:8][C:5]1[CH:6]=[CH:7][C:2]([Cl:1])=[CH:3][CH:4]=1)=[O:10])(=[O:37])[NH2:36]. The catalyst class is: 76. (3) Reactant: [Cl:1][C:2]1[C:3]([N:8]2[C:12]([C:13]([O:15]C)=[O:14])=[CH:11][C:10]([CH:17]([OH:28])[CH2:18][N:19]3[N:23]=[N:22][C:21]([C:24]([F:27])([F:26])[F:25])=[N:20]3)=[N:9]2)=[N:4][CH:5]=[CH:6][CH:7]=1.ClC1C(N2C(C(OC)=O)=CC(C(O)CN3C(C(F)(F)F)=NN=N3)=N2)=NC=CC=1.[OH-].[Na+].Cl. Product: [Cl:1][C:2]1[C:3]([N:8]2[C:12]([C:13]([OH:15])=[O:14])=[CH:11][C:10]([CH:17]([OH:28])[CH2:18][N:19]3[N:23]=[N:22][C:21]([C:24]([F:25])([F:27])[F:26])=[N:20]3)=[N:9]2)=[N:4][CH:5]=[CH:6][CH:7]=1. The catalyst class is: 40. (4) Reactant: O=O.[CH2:3]([N:10]1[CH2:14][C:13]([C:15]2[CH:20]=[CH:19][C:18]([Cl:21])=[C:17]([F:22])[CH:16]=2)=[C:12]([C:23]([OH:25])=[O:24])[CH2:11]1)[C:4]1[CH:9]=[CH:8][CH:7]=[CH:6][CH:5]=1.COC1C(C2C(OC)=CC=CC=2P(C2OC=CC=2)C2OC=CC=2)=C(P(C2OC=CC=2)C2OC=CC=2)C=CC=1.[H][H]. Product: [CH2:3]([N:10]1[CH2:14][C@@H:13]([C:15]2[CH:20]=[CH:19][C:18]([Cl:21])=[C:17]([F:22])[CH:16]=2)[C@@H:12]([C:23]([OH:25])=[O:24])[CH2:11]1)[C:4]1[CH:9]=[CH:8][CH:7]=[CH:6][CH:5]=1. The catalyst class is: 5. (5) Reactant: [CH3:1][O:2][C:3](=[O:43])[C:4]1[CH:9]=[CH:8][C:7]([NH:10][C:11]([C@H:13]2[C@H:17]([C:18]3[CH:23]=[CH:22][CH:21]=[C:20]([Cl:24])[C:19]=3[F:25])[C@:16]([C:28]3[CH:33]=[CH:32][C:31]([Cl:34])=[CH:30][C:29]=3[F:35])([C:26]#[N:27])[C@H:15]([CH2:36][C:37]([CH3:40])([CH3:39])[CH3:38])[NH:14]2)=[O:12])=[CH:6][C:5]=1[O:41][CH3:42].[CH:44]1([CH:47]=O)[CH2:46][CH2:45]1.CC(O)=O.C(O[BH-](OC(=O)C)OC(=O)C)(=O)C.[Na+]. Product: [CH3:1][O:2][C:3](=[O:43])[C:4]1[CH:9]=[CH:8][C:7]([NH:10][C:11]([C@H:13]2[C@H:17]([C:18]3[CH:23]=[CH:22][CH:21]=[C:20]([Cl:24])[C:19]=3[F:25])[C@:16]([C:28]3[CH:33]=[CH:32][C:31]([Cl:34])=[CH:30][C:29]=3[F:35])([C:26]#[N:27])[C@H:15]([CH2:36][C:37]([CH3:39])([CH3:38])[CH3:40])[N:14]2[CH2:47][CH:44]2[CH2:46][CH2:45]2)=[O:12])=[CH:6][C:5]=1[O:41][CH3:42]. The catalyst class is: 74. (6) Reactant: [Cl:1][C:2]1[CH:3]=[C:4]([S:8](Cl)(=[O:10])=[O:9])[CH:5]=[CH:6][CH:7]=1.[CH3:12][C:13]1[N:17]([CH:18]2[CH2:24][C@H:23]3[N:25]([CH2:26][CH2:27][C:28]4([C:34]5[CH:39]=[CH:38][CH:37]=[CH:36][CH:35]=5)[CH2:33][CH2:32][NH:31][CH2:30][CH2:29]4)[C@H:20]([CH2:21][CH2:22]3)[CH2:19]2)[C:16]2[CH:40]=[CH:41][CH:42]=[CH:43][C:15]=2[N:14]=1. Product: [Cl:1][C:2]1[CH:3]=[C:4]([S:8]([N:31]2[CH2:30][CH2:29][C:28]([CH2:27][CH2:26][N:25]3[C@H:20]4[CH2:21][CH2:22][C@@H:23]3[CH2:24][CH:18]([N:17]3[C:16]5[CH:40]=[CH:41][CH:42]=[CH:43][C:15]=5[N:14]=[C:13]3[CH3:12])[CH2:19]4)([C:34]3[CH:35]=[CH:36][CH:37]=[CH:38][CH:39]=3)[CH2:33][CH2:32]2)(=[O:10])=[O:9])[CH:5]=[CH:6][CH:7]=1. The catalyst class is: 91. (7) Product: [I:1][C:2]1[C:10]2[O:9][CH:8]=[CH:7][C:6]=2[CH:5]=[C:4]([S:11]([NH:21][C:20]2[CH:22]=[C:16]([CH3:15])[CH:17]=[CH:18][C:19]=2[O:23][CH3:24])(=[O:13])=[O:12])[CH:3]=1. The catalyst class is: 4. Reactant: [I:1][C:2]1[C:10]2[O:9][CH:8]=[CH:7][C:6]=2[CH:5]=[C:4]([S:11](Cl)(=[O:13])=[O:12])[CH:3]=1.[CH3:15][C:16]1[CH:17]=[CH:18][C:19]([O:23][CH3:24])=[C:20]([CH:22]=1)[NH2:21].N1C=CC=CC=1. (8) Reactant: [OH-].[Na+].C[O:4][C:5](=[O:42])[CH2:6][C:7]1[CH:8]=[C:9]([C:15]2[CH:20]=[CH:19][C:18]([C:21]([CH2:39][CH3:40])([C:24]3[CH:29]=[CH:28][C:27](/[CH:30]=[CH:31]/[C:32]([CH2:36][CH3:37])([OH:35])[CH2:33][CH3:34])=[C:26]([CH3:38])[CH:25]=3)[CH2:22][CH3:23])=[CH:17][C:16]=2[CH3:41])[CH:10]=[CH:11][C:12]=1[O:13][CH3:14].[Cl-].[NH4+]. Product: [CH2:22]([C:21]([C:18]1[CH:19]=[CH:20][C:15]([C:9]2[CH:10]=[CH:11][C:12]([O:13][CH3:14])=[C:7]([CH2:6][C:5]([OH:42])=[O:4])[CH:8]=2)=[C:16]([CH3:41])[CH:17]=1)([C:24]1[CH:29]=[CH:28][C:27](/[CH:30]=[CH:31]/[C:32]([CH2:33][CH3:34])([OH:35])[CH2:36][CH3:37])=[C:26]([CH3:38])[CH:25]=1)[CH2:39][CH3:40])[CH3:23]. The catalyst class is: 111. (9) Reactant: [NH:1]1[C:9]2[C:4](=[CH:5][C:6]([CH2:10][CH2:11][CH2:12][C:13]3[CH:22]=[CH:21][C:20]4[C:15](=[N:16][CH:17]=[CH:18][CH:19]=4)[N:14]=3)=[CH:7][CH:8]=2)[CH:3]=[CH:2]1.[H-].[Na+].[CH2:25]([O:27][C:28](=[O:32])[CH2:29][CH2:30]Cl)[CH3:26]. Product: [CH2:25]([O:27][C:28](=[O:32])[CH2:29][CH2:30][N:1]1[C:9]2[C:4](=[CH:5][C:6]([CH2:10][CH2:11][CH2:12][C:13]3[CH:22]=[CH:21][C:20]4[C:15](=[N:16][CH:17]=[CH:18][CH:19]=4)[N:14]=3)=[CH:7][CH:8]=2)[CH:3]=[CH:2]1)[CH3:26]. The catalyst class is: 3.